Dataset: Forward reaction prediction with 1.9M reactions from USPTO patents (1976-2016). Task: Predict the product of the given reaction. (1) Given the reactants [C:1]([NH:5][C:6]1[C:11]([C:12]([OH:14])=O)=[CH:10][N:9]=[C:8]([C:15]([F:18])([F:17])[F:16])[N:7]=1)([CH3:4])([CH3:3])[CH3:2].CCN=C=NCCCN(C)C.C1C=CC2N(O)N=NC=2C=1.CCN(C(C)C)C(C)C.[CH3:49][C:50]([NH2:54])([C:52]#[CH:53])[CH3:51], predict the reaction product. The product is: [C:1]([NH:5][C:6]1[C:11]([C:12]([NH:54][C:50]([CH3:51])([C:52]#[CH:53])[CH3:49])=[O:14])=[CH:10][N:9]=[C:8]([C:15]([F:18])([F:17])[F:16])[N:7]=1)([CH3:2])([CH3:3])[CH3:4]. (2) Given the reactants [CH2:1]([O:8][C:9]1[C:10]([C:18]([O:20][C:21]([CH3:24])([CH3:23])[CH3:22])=[O:19])=[N:11][C:12]([CH2:16][Cl:17])=[N:13][C:14]=1[OH:15])[C:2]1[CH:7]=[CH:6][CH:5]=[CH:4][CH:3]=1.[CH3:25][O:26][CH2:27]Cl.C(N(C(C)C)CC)(C)C, predict the reaction product. The product is: [CH2:1]([O:8][C:9]1[C:10]([C:18]([O:20][C:21]([CH3:24])([CH3:23])[CH3:22])=[O:19])=[N:11][C:12]([CH2:16][Cl:17])=[N:13][C:14]=1[O:15][CH2:25][O:26][CH3:27])[C:2]1[CH:7]=[CH:6][CH:5]=[CH:4][CH:3]=1. (3) Given the reactants Cl.[CH3:2][O:3][C:4]([C@@H:6]1[CH2:11][CH2:10][CH:9]=[CH:8][C@@H:7]1[NH2:12])=[O:5].[F:13][C:14]1[CH:21]=[CH:20][C:17]([CH:18]=O)=[CH:16][CH:15]=1.C([O-])(=O)C.[Na+].C([BH3-])#N.[Na+].C(=O)(O)[O-].[Na+], predict the reaction product. The product is: [CH3:2][O:3][C:4]([C@@H:6]1[CH2:11][CH2:10][CH:9]=[CH:8][C@@H:7]1[NH:12][CH2:18][C:17]1[CH:20]=[CH:21][C:14]([F:13])=[CH:15][CH:16]=1)=[O:5]. (4) Given the reactants ClC1C=CC(P(Cl)(Cl)=O)=CC=1.[NH:12]1C=NN=N1.[C:17]([O:20][C@H:21]1[C@H:25]([O:26][CH2:27][C:28]2[CH:33]=[CH:32][CH:31]=[CH:30][CH:29]=2)[C@:24]([CH2:37][O:38][CH2:39][C:40]2[CH:45]=[CH:44][CH:43]=[CH:42][CH:41]=2)([CH:34]([F:36])[F:35])[O:23][C@H:22]1[N:46]1[CH:51]=[CH:50][C:49](=O)[NH:48][C:47]1=[O:53])(=[O:19])[CH3:18], predict the reaction product. The product is: [C:17]([O:20][C@H:21]1[C@H:25]([O:26][CH2:27][C:28]2[CH:33]=[CH:32][CH:31]=[CH:30][CH:29]=2)[C@:24]([CH2:37][O:38][CH2:39][C:40]2[CH:45]=[CH:44][CH:43]=[CH:42][CH:41]=2)([CH:34]([F:35])[F:36])[O:23][C@H:22]1[N:46]1[CH:51]=[CH:50][C:49]([NH2:12])=[N:48][C:47]1=[O:53])(=[O:19])[CH3:18]. (5) Given the reactants Cl.[C:2]1([CH:8]2[CH:13]=[CH:12][NH:11][CH2:10][CH2:9]2)[CH:7]=[CH:6][CH:5]=[CH:4][CH:3]=1.C(N(C(C)C)C(C)C)C.[C:23]1([C:29]2([C:42]3[CH:47]=[CH:46][CH:45]=[CH:44][CH:43]=3)[O:33][C:32]3[CH:34]=[CH:35][C:36]([S:38](Cl)(=[O:40])=[O:39])=[CH:37][C:31]=3[O:30]2)[CH:28]=[CH:27][CH:26]=[CH:25][CH:24]=1.Cl, predict the reaction product. The product is: [C:42]1([C:29]2([C:23]3[CH:24]=[CH:25][CH:26]=[CH:27][CH:28]=3)[O:33][C:32]3[CH:34]=[CH:35][C:36]([S:38]([N:11]4[CH2:10][CH:9]=[C:8]([C:2]5[CH:7]=[CH:6][CH:5]=[CH:4][CH:3]=5)[CH2:13][CH2:12]4)(=[O:39])=[O:40])=[CH:37][C:31]=3[O:30]2)[CH:47]=[CH:46][CH:45]=[CH:44][CH:43]=1. (6) Given the reactants [Br:1][C:2]1[C:14]([CH3:15])=[CH:13][C:5]([O:6][CH:7]2[CH2:12][CH2:11][CH2:10][CH2:9][O:8]2)=[CH:4][C:3]=1[CH2:16]Br.BrC1C(CBr)=CC([O:23][CH:24]2[CH2:29]CCC[O:25]2)=CC=1CBr.CN(C=O)C.CC([O-])=O.[K+], predict the reaction product. The product is: [C:24]([O:25][CH2:16][C:3]1[CH:4]=[C:5]([O:6][CH:7]2[CH2:12][CH2:11][CH2:10][CH2:9][O:8]2)[CH:13]=[C:14]([CH3:15])[C:2]=1[Br:1])(=[O:23])[CH3:29]. (7) Given the reactants [C:1]([C:9]1[CH:14]=[CH:13][CH:12]=[CH:11][C:10]=1[NH:15][S:16]([C:19]1[CH:31]=[CH:30][C:22]([C:23]([NH:25][CH2:26][C:27]([OH:29])=O)=[O:24])=[CH:21][CH:20]=1)(=[O:18])=[O:17])(=[O:8])[C:2]1[CH:7]=[CH:6][CH:5]=[CH:4][CH:3]=1.[N:32]1([CH:38]2[CH2:43][CH2:42][CH:41]([NH2:44])[CH2:40][CH2:39]2)[CH2:37][CH2:36][CH2:35][CH2:34][CH2:33]1, predict the reaction product. The product is: [C:1]([C:9]1[CH:14]=[CH:13][CH:12]=[CH:11][C:10]=1[NH:15][S:16]([C:19]1[CH:20]=[CH:21][C:22]([C:23]([NH:25][CH2:26][C:27](=[O:29])[NH:44][CH:41]2[CH2:40][CH2:39][CH:38]([N:32]3[CH2:37][CH2:36][CH2:35][CH2:34][CH2:33]3)[CH2:43][CH2:42]2)=[O:24])=[CH:30][CH:31]=1)(=[O:17])=[O:18])(=[O:8])[C:2]1[CH:3]=[CH:4][CH:5]=[CH:6][CH:7]=1. (8) Given the reactants [CH3:1][N:2]([C:10]1[CH:15]=[CH:14][CH:13]=[CH:12][CH:11]=1)[C:3]([C:5]1[CH:9]=[CH:8][NH:7][N:6]=1)=[O:4].[C:16]([C:20]1[CH:25]=[CH:24][C:23]([S:26](Cl)(=[O:28])=[O:27])=[CH:22][CH:21]=1)([CH3:19])([CH3:18])[CH3:17], predict the reaction product. The product is: [CH3:1][N:2]([C:10]1[CH:15]=[CH:14][CH:13]=[CH:12][CH:11]=1)[C:3]([C:5]1[CH:9]=[CH:8][N:7]([S:26]([C:23]2[CH:24]=[CH:25][C:20]([C:16]([CH3:19])([CH3:18])[CH3:17])=[CH:21][CH:22]=2)(=[O:28])=[O:27])[N:6]=1)=[O:4].